This data is from Reaction yield outcomes from USPTO patents with 853,638 reactions. The task is: Predict the reaction yield, written as a fraction of the theoretical maximum amount of product (1.0 means a 100% yield; for example, 0.34 means a 34% yield). The reactants are [C:1]1([OH:7])[CH:6]=[CH:5][CH:4]=[CH:3][CH:2]=1.Br[C:9]1[CH:10]=[CH:11][C:12]2[O:16][C:15](=[O:17])[N:14]([CH2:18][C:19]([N:21]([CH3:28])[C:22]3[CH:27]=[CH:26][CH:25]=[CH:24][CH:23]=3)=[O:20])[C:13]=2[CH:29]=1.C(=O)([O-])[O-].[K+].[K+]. The catalyst is N1C=CC=CC=1.C(Cl)(Cl)Cl.[Cu]=O. The product is [CH3:28][N:21]([C:22]1[CH:27]=[CH:26][CH:25]=[CH:24][CH:23]=1)[C:19](=[O:20])[CH2:18][N:14]1[C:13]2[CH:29]=[C:9]([O:7][C:1]3[CH:6]=[CH:5][CH:4]=[CH:3][CH:2]=3)[CH:10]=[CH:11][C:12]=2[O:16][C:15]1=[O:17]. The yield is 0.530.